Dataset: Forward reaction prediction with 1.9M reactions from USPTO patents (1976-2016). Task: Predict the product of the given reaction. (1) Given the reactants [NH2:1][C:2]1[N:7]2[N:8]=[C:9]([C:11]3[O:12][CH:13]=[CH:14][CH:15]=3)[N:10]=[C:6]2[C:5]2=[CH:16][N:17]([CH2:19]C)[N:18]=[C:4]2[N:3]=1.[K+].[Br-], predict the reaction product. The product is: [NH2:1][C:2]1[N:7]2[N:8]=[C:9]([C:11]3[O:12][CH:13]=[CH:14][CH:15]=3)[N:10]=[C:6]2[C:5]2=[CH:16][N:17]([CH3:19])[N:18]=[C:4]2[N:3]=1. (2) The product is: [CH3:11][O:10][C:4]1[CH:5]=[C:6]([C:8]#[N:9])[CH:7]=[C:2]([C:17]2[CH:18]=[CH:19][C:14]([C:13]([F:24])([F:23])[F:12])=[CH:15][CH:16]=2)[N:3]=1. Given the reactants Cl[C:2]1[CH:7]=[C:6]([C:8]#[N:9])[CH:5]=[C:4]([O:10][CH3:11])[N:3]=1.[F:12][C:13]([F:24])([F:23])[C:14]1[CH:19]=[CH:18][C:17](B(O)O)=[CH:16][CH:15]=1.C(=O)([O-])[O-].[Cs+].[Cs+].CC(C1C=C(C(C)C)C(C2C=CC=CC=2P(C2CCCCC2)C2CCCCC2)=C(C(C)C)C=1)C, predict the reaction product.